Dataset: NCI-60 drug combinations with 297,098 pairs across 59 cell lines. Task: Regression. Given two drug SMILES strings and cell line genomic features, predict the synergy score measuring deviation from expected non-interaction effect. (1) Synergy scores: CSS=33.4, Synergy_ZIP=4.02, Synergy_Bliss=0.312, Synergy_Loewe=-10.2, Synergy_HSA=-7.61. Cell line: ACHN. Drug 2: B(C(CC(C)C)NC(=O)C(CC1=CC=CC=C1)NC(=O)C2=NC=CN=C2)(O)O. Drug 1: CC1=C(C=C(C=C1)C(=O)NC2=CC(=CC(=C2)C(F)(F)F)N3C=C(N=C3)C)NC4=NC=CC(=N4)C5=CN=CC=C5. (2) Drug 1: CS(=O)(=O)CCNCC1=CC=C(O1)C2=CC3=C(C=C2)N=CN=C3NC4=CC(=C(C=C4)OCC5=CC(=CC=C5)F)Cl. Drug 2: CN1C2=C(C=C(C=C2)N(CCCl)CCCl)N=C1CCCC(=O)O.Cl. Cell line: NCI/ADR-RES. Synergy scores: CSS=1.78, Synergy_ZIP=-2.37, Synergy_Bliss=-5.48, Synergy_Loewe=-5.51, Synergy_HSA=-4.61. (3) Drug 1: COC1=C(C=C2C(=C1)N=CN=C2NC3=CC(=C(C=C3)F)Cl)OCCCN4CCOCC4. Drug 2: C1C(C(OC1N2C=C(C(=O)NC2=O)F)CO)O. Cell line: HCT116. Synergy scores: CSS=46.3, Synergy_ZIP=1.27, Synergy_Bliss=3.97, Synergy_Loewe=-5.35, Synergy_HSA=7.48. (4) Drug 1: CC(CN1CC(=O)NC(=O)C1)N2CC(=O)NC(=O)C2. Drug 2: CCC(=C(C1=CC=CC=C1)C2=CC=C(C=C2)OCCN(C)C)C3=CC=CC=C3.C(C(=O)O)C(CC(=O)O)(C(=O)O)O. Cell line: MDA-MB-231. Synergy scores: CSS=13.8, Synergy_ZIP=-0.366, Synergy_Bliss=4.09, Synergy_Loewe=4.04, Synergy_HSA=4.28. (5) Drug 1: C1CC(=O)NC(=O)C1N2CC3=C(C2=O)C=CC=C3N. Drug 2: CC1=CC2C(CCC3(C2CCC3(C(=O)C)OC(=O)C)C)C4(C1=CC(=O)CC4)C. Cell line: SN12C. Synergy scores: CSS=1.87, Synergy_ZIP=-3.55, Synergy_Bliss=-6.49, Synergy_Loewe=-4.35, Synergy_HSA=-4.35. (6) Drug 1: CC1C(C(CC(O1)OC2CC(CC3=C2C(=C4C(=C3O)C(=O)C5=C(C4=O)C(=CC=C5)OC)O)(C(=O)CO)O)N)O.Cl. Drug 2: C1CN(CCN1C(=O)CCBr)C(=O)CCBr. Cell line: SN12C. Synergy scores: CSS=6.44, Synergy_ZIP=-5.38, Synergy_Bliss=-2.35, Synergy_Loewe=-3.02, Synergy_HSA=-0.926. (7) Drug 1: CCC(=C(C1=CC=CC=C1)C2=CC=C(C=C2)OCCN(C)C)C3=CC=CC=C3.C(C(=O)O)C(CC(=O)O)(C(=O)O)O. Drug 2: N.N.Cl[Pt+2]Cl. Cell line: SF-295. Synergy scores: CSS=27.8, Synergy_ZIP=-1.39, Synergy_Bliss=1.44, Synergy_Loewe=-22.2, Synergy_HSA=-0.374. (8) Drug 1: CNC(=O)C1=CC=CC=C1SC2=CC3=C(C=C2)C(=NN3)C=CC4=CC=CC=N4. Drug 2: CC12CCC3C(C1CCC2O)C(CC4=C3C=CC(=C4)O)CCCCCCCCCS(=O)CCCC(C(F)(F)F)(F)F. Cell line: HOP-92. Synergy scores: CSS=2.67, Synergy_ZIP=-2.20, Synergy_Bliss=-2.70, Synergy_Loewe=-3.45, Synergy_HSA=-3.04.